From a dataset of Forward reaction prediction with 1.9M reactions from USPTO patents (1976-2016). Predict the product of the given reaction. (1) Given the reactants [F:1][C:2]([CH3:16])([CH3:15])[C:3](=O)[CH2:4][C:5]([C:7]1[CH:12]=[CH:11][C:10]([F:13])=[CH:9][CH:8]=1)=[O:6].CC1C=CC(S(OI(O)C2C=CC=CC=2)(=O)=O)=CC=1.[NH2:36][C:37]([NH2:39])=[S:38], predict the reaction product. The product is: [NH2:39][C:37]1[S:38][C:4]([C:5]([C:7]2[CH:12]=[CH:11][C:10]([F:13])=[CH:9][CH:8]=2)=[O:6])=[C:3]([C:2]([F:1])([CH3:16])[CH3:15])[N:36]=1. (2) Given the reactants [F:1][C:2]1[CH:8]=[CH:7][C:5]([NH2:6])=[C:4]([CH3:9])[CH:3]=1.C1C(=O)N([Cl:17])C(=O)C1, predict the reaction product. The product is: [Cl:17][C:7]1[CH:8]=[C:2]([F:1])[CH:3]=[C:4]([CH3:9])[C:5]=1[NH2:6]. (3) Given the reactants C(O)(=O)C.[NH2:5][C@@H:6]1[CH2:11][CH2:10][C@@H:9]([C:12]([NH2:14])=[O:13])[CH2:8][C@H:7]1[OH:15].C(N(CC)C(C)C)(C)C.[C:25]([O:29][C:30](O[C:30]([O:29][C:25]([CH3:28])([CH3:27])[CH3:26])=[O:31])=[O:31])([CH3:28])([CH3:27])[CH3:26], predict the reaction product. The product is: [OH:15][C@H:7]1[C@H:6]([NH:5][C:30]([O:29][C:25]([CH3:28])([CH3:27])[CH3:26])=[O:31])[CH2:11][CH2:10][C@@H:9]([C:12]([NH2:14])=[O:13])[CH2:8]1. (4) Given the reactants C([O:4][C@H:5]1[CH:9]=[CH:8][C@@H:7]([OH:10])[CH2:6]1)(=O)C.N1C=CN=C1.[Si:16](Cl)([C:19]([CH3:22])([CH3:21])[CH3:20])([CH3:18])[CH3:17].C(=O)([O-])[O-].[K+].[K+], predict the reaction product. The product is: [C:19]([Si:16]([CH3:18])([CH3:17])[O:4][C@H:5]1[CH2:6][C@@H:7]([OH:10])[CH:8]=[CH:9]1)([CH3:22])([CH3:21])[CH3:20]. (5) Given the reactants [CH3:1][O:2][C:3]1[C:11]([O:12][CH3:13])=[CH:10][CH:9]=[CH:8][C:4]=1[C:5]([OH:7])=O.[CH2:14]([NH2:21])[CH2:15][CH2:16][CH2:17][CH2:18][CH2:19][CH3:20].Cl.C(N=C=NCCCN(C)C)C, predict the reaction product. The product is: [CH2:14]([NH:21][C:5](=[O:7])[C:4]1[CH:8]=[CH:9][CH:10]=[C:11]([O:12][CH3:13])[C:3]=1[O:2][CH3:1])[CH2:15][CH2:16][CH2:17][CH2:18][CH2:19][CH3:20].